Dataset: Forward reaction prediction with 1.9M reactions from USPTO patents (1976-2016). Task: Predict the product of the given reaction. The product is: [CH:17]1([CH2:22][CH2:23][C:24]([NH:16][C:2]2[CH:3]=[CH:4][C:5]3[O:6][C:7]4[CH2:15][CH2:14][CH2:13][CH2:12][CH2:11][CH2:10][C:8]=4[C:9]=3[CH:1]=2)=[O:25])[CH2:21][CH2:20][CH2:19][CH2:18]1. Given the reactants [CH:1]1[C:9]2[C:8]3[CH2:10][CH2:11][CH2:12][CH2:13][CH2:14][CH2:15][C:7]=3[O:6][C:5]=2[CH:4]=[CH:3][C:2]=1[NH2:16].[CH:17]1([CH2:22][CH2:23][C:24](Cl)=[O:25])[CH2:21][CH2:20][CH2:19][CH2:18]1, predict the reaction product.